Predict the reactants needed to synthesize the given product. From a dataset of Full USPTO retrosynthesis dataset with 1.9M reactions from patents (1976-2016). (1) Given the product [CH3:1][O:2][C:3]1[CH:11]=[C:10]2[C:6]([CH:7]=[N:8][NH:9]2)=[CH:5][C:4]=1[NH:12][C:13]1[C:14]2[C:21]3[CH2:22][CH2:23][C:24]([CH3:31])([C:26]([OH:28])=[O:27])[CH2:25][C:20]=3[S:19][C:15]=2[N:16]=[CH:17][N:18]=1, predict the reactants needed to synthesize it. The reactants are: [CH3:1][O:2][C:3]1[CH:11]=[C:10]2[C:6]([CH:7]=[N:8][NH:9]2)=[CH:5][C:4]=1[NH:12][C:13]1[C:14]2[C:21]3[CH2:22][CH2:23][C@:24]([CH3:31])([C:26]([O:28]CC)=[O:27])[CH2:25][C:20]=3[S:19][C:15]=2[N:16]=[CH:17][N:18]=1.O1CCCC1.[OH-].[Li+].Cl. (2) Given the product [NH2:30][C:13](=[O:14])[C@@H:12]([NH:11][C:9](=[O:10])[O:8][CH2:1][C:2]1[CH:7]=[CH:6][CH:5]=[CH:4][CH:3]=1)[CH3:16], predict the reactants needed to synthesize it. The reactants are: [CH2:1]([O:8][C:9]([NH:11][C@@H:12]([CH3:16])[C:13](O)=[O:14])=[O:10])[C:2]1[CH:7]=[CH:6][CH:5]=[CH:4][CH:3]=1.C(=O)([O-])[O-].[NH4+].[NH4+].F[P-](F)(F)(F)(F)F.[N:30]1(O[P+](N(C)C)(N(C)C)N(C)C)C2C=CC=CC=2N=N1.C(N(CC)C(C)C)(C)C. (3) Given the product [C@@H:1]12[O:8][C@@H:5]([CH2:6][CH2:7]1)[CH2:4][N:3]([C:9]1[CH:10]=[C:11]([NH:12][C:19]3[C:20]4[N:25]=[CH:24][S:23][C:21]=4[N:22]=[C:17]([Cl:16])[N:18]=3)[CH:13]=[CH:14][CH:15]=1)[CH2:2]2, predict the reactants needed to synthesize it. The reactants are: [C@@H:1]12[O:8][C@@H:5]([CH2:6][CH2:7]1)[CH2:4][N:3]([C:9]1[CH:10]=[C:11]([CH:13]=[CH:14][CH:15]=1)[NH2:12])[CH2:2]2.[Cl:16][C:17]1[N:18]=[C:19](Cl)[C:20]2[N:25]=[CH:24][S:23][C:21]=2[N:22]=1.CCN(C(C)C)C(C)C. (4) The reactants are: C([Li])CCC.C(NC(C)C)(C)C.[CH3:13][N:14]1[C:19](=[O:20])[C:18]2=[CH:21][N:22]([CH2:24][C:25]3[CH:30]=[CH:29][CH:28]=[CH:27][CH:26]=3)[CH:23]=[C:17]2[C:16]([CH2:31][CH:32]([CH3:34])[CH3:33])=[N:15]1.[C:35](=[O:37])=[O:36]. Given the product [CH3:13][N:14]1[C:19](=[O:20])[C:18]2=[CH:21][N:22]([CH2:24][C:25]3[CH:30]=[CH:29][CH:28]=[CH:27][CH:26]=3)[C:23]([C:35]([OH:37])=[O:36])=[C:17]2[C:16]([CH2:31][CH:32]([CH3:34])[CH3:33])=[N:15]1, predict the reactants needed to synthesize it. (5) Given the product [Cl:35][C:32]1[CH:31]=[CH:30][C:29]([C:26]2([C:24]([N:13]3[CH2:12][C@H:11]([S:53][C:47]4[CH:52]=[CH:51][CH:50]=[CH:49][CH:48]=4)[CH2:15][C@H:14]3[C:16]([NH:17][C:18]3([C:21]#[N:22])[CH2:20][CH2:19]3)=[O:23])=[O:25])[CH2:28][CH2:27]2)=[CH:34][CH:33]=1, predict the reactants needed to synthesize it. The reactants are: C1(S(O[C@H:11]2[CH2:15][C@@H:14]([C:16](=[O:23])[NH:17][C:18]3([C:21]#[N:22])[CH2:20][CH2:19]3)[N:13]([C:24]([C:26]3([C:29]4[CH:34]=[CH:33][C:32]([Cl:35])=[CH:31][CH:30]=4)[CH2:28][CH2:27]3)=[O:25])[CH2:12]2)(=O)=O)C=CC=CC=1.C(=O)([O-])[O-].[K+].[K+].O1CCCC1.[C:47]1([SH:53])[CH:52]=[CH:51][CH:50]=[CH:49][CH:48]=1.